This data is from Forward reaction prediction with 1.9M reactions from USPTO patents (1976-2016). The task is: Predict the product of the given reaction. (1) Given the reactants [Cl:1][C:2]1[C:3]([F:31])=[C:4]([C@@H:8]2[C@:12]([C:15]3[CH:20]=[CH:19][C:18]([Cl:21])=[CH:17][C:16]=3[F:22])([C:13]#[N:14])[C@H:11]([CH2:23][C:24]([CH3:27])([CH3:26])[CH3:25])[NH:10][C@H:9]2[C:28](O)=[O:29])[CH:5]=[CH:6][CH:7]=1.CCN(C(C)C)C(C)C.C1(P(Cl)(C2C=CC=CC=2)=O)C=CC=CC=1.[N:56]1([C:62]2[N:67]=[CH:66][C:65]([NH2:68])=[CH:64][N:63]=2)[CH2:61][CH2:60][O:59][CH2:58][CH2:57]1, predict the reaction product. The product is: [Cl:1][C:2]1[C:3]([F:31])=[C:4]([C@@H:8]2[C@:12]([C:15]3[CH:20]=[CH:19][C:18]([Cl:21])=[CH:17][C:16]=3[F:22])([C:13]#[N:14])[C@H:11]([CH2:23][C:24]([CH3:26])([CH3:27])[CH3:25])[NH:10][C@H:9]2[C:28]([NH:68][C:65]2[CH:66]=[N:67][C:62]([N:56]3[CH2:61][CH2:60][O:59][CH2:58][CH2:57]3)=[N:63][CH:64]=2)=[O:29])[CH:5]=[CH:6][CH:7]=1. (2) The product is: [F:19][C:20]1[CH:25]=[C:24]([N:26]([CH2:39][C:40]2[CH:49]=[CH:48][CH:47]=[C:46]3[C:41]=2[CH2:42][CH2:43][CH2:44][N:45]3[CH2:50][CH2:51][O:52][C:62]2[CH:63]=[CH:64][CH:65]=[CH:66][C:61]=2[F:60])[S:27]([C:30]2[CH:35]=[CH:34][CH:33]=[CH:32][C:31]=2[N+:36]([O-:38])=[O:37])(=[O:29])=[O:28])[CH:23]=[CH:22][C:21]=1[CH2:53][CH2:54][C:55]([O:57][CH2:58][CH3:59])=[O:56]. Given the reactants N(C(N1CCCCC1)=O)=NC(N1CCCCC1)=O.[F:19][C:20]1[CH:25]=[C:24]([N:26]([CH2:39][C:40]2[CH:49]=[CH:48][CH:47]=[C:46]3[C:41]=2[CH2:42][CH2:43][CH2:44][N:45]3[CH2:50][CH2:51][OH:52])[S:27]([C:30]2[CH:35]=[CH:34][CH:33]=[CH:32][C:31]=2[N+:36]([O-:38])=[O:37])(=[O:29])=[O:28])[CH:23]=[CH:22][C:21]=1[CH2:53][CH2:54][C:55]([O:57][CH2:58][CH3:59])=[O:56].[F:60][C:61]1[CH:66]=[CH:65][CH:64]=[CH:63][C:62]=1O.C(P(CCCC)CCCC)CCC, predict the reaction product. (3) Given the reactants [C:1]1([C:7]2[CH:11]=[C:10]([C:12]([OH:14])=[O:13])[NH:9][N:8]=2)[CH:6]=[CH:5][CH:4]=[CH:3][CH:2]=1.[ClH:15].[CH3:16]O, predict the reaction product. The product is: [ClH:15].[C:1]1([C:7]2[CH:11]=[C:10]([C:12]([O:14][CH3:16])=[O:13])[NH:9][N:8]=2)[CH:2]=[CH:3][CH:4]=[CH:5][CH:6]=1.